Dataset: Full USPTO retrosynthesis dataset with 1.9M reactions from patents (1976-2016). Task: Predict the reactants needed to synthesize the given product. (1) The reactants are: [CH3:1]C1C=CC=CC=1P(C1C=CC=CC=1C)C1C=CC=CC=1C.C(=O)([O-])[O-].[Na+].[Na+].Cl[C:30]1[N:40]=[CH:39][CH:38]=[CH:37][C:31]=1[C:32]([O:34][CH2:35][CH3:36])=[O:33].[C:41]([C:43]1[CH:44]=[C:45](B(O)O)[CH:46]=[CH:47][C:48]=1[O:49][CH2:50][C:51]([CH3:55])(C)[CH2:52][CH3:53])#[N:42]. Given the product [C:41]([C:43]1[CH:44]=[C:45]([C:30]2[N:40]=[CH:39][CH:38]=[CH:37][C:31]=2[C:32]([O:34][CH2:35][CH3:36])=[O:33])[CH:46]=[CH:47][C:48]=1[O:49][CH2:50][CH:51]([CH3:55])[CH:52]([CH3:53])[CH3:1])#[N:42], predict the reactants needed to synthesize it. (2) Given the product [F:22][C:17]1[CH:18]=[CH:19][CH:20]=[CH:21][C:16]=1[CH:2]1[S:29][C:25]2=[N:26][N:27]=[CH:28][N:24]2[N:23]=[C:3]1[C:5]1[CH:6]=[CH:7][C:8]2[O:13][CH2:12][C:11](=[O:14])[NH:10][C:9]=2[CH:15]=1, predict the reactants needed to synthesize it. The reactants are: Br[CH:2]([C:16]1[CH:21]=[CH:20][CH:19]=[CH:18][C:17]=1[F:22])[C:3]([C:5]1[CH:6]=[CH:7][C:8]2[O:13][CH2:12][C:11](=[O:14])[NH:10][C:9]=2[CH:15]=1)=O.[NH2:23][N:24]1[CH:28]=[N:27][N:26]=[C:25]1[SH:29]. (3) Given the product [CH2:39]([C@@H:8]([C@@H:9]([OH:38])[CH2:10][C@H:11]([CH2:12][C:13]1[CH:18]=[CH:17][C:16]([C:19]2[CH:24]=[CH:23][CH:22]=[CH:21][N:20]=2)=[CH:15][CH:14]=1)[NH:25][C:26](=[O:37])[C@H:27]([C:33]([CH3:36])([CH3:35])[CH3:34])[NH:28][C:29](=[O:30])[O:31][CH3:32])[NH:7][C:5](=[O:6])[C@@H:4]([NH:1][C:58](=[O:59])[O:60][CH3:61])[C@H:46]1[CH2:50][CH2:49][O:48][CH2:47]1)[C:40]1[CH:45]=[CH:44][CH:43]=[CH:42][CH:41]=1, predict the reactants needed to synthesize it. The reactants are: [N:1]([C@@H:4]([C@H:46]1[CH2:50][CH2:49][O:48][CH2:47]1)[C:5]([NH:7][C@@H:8]([CH2:39][C:40]1[CH:45]=[CH:44][CH:43]=[CH:42][CH:41]=1)[C@@H:9]([OH:38])[CH2:10][C@@H:11]([NH:25][C:26](=[O:37])[C@H:27]([C:33]([CH3:36])([CH3:35])[CH3:34])[NH:28][C:29]([O:31][CH3:32])=[O:30])[CH2:12][C:13]1[CH:18]=[CH:17][C:16]([C:19]2[CH:24]=[CH:23][CH:22]=[CH:21][N:20]=2)=[CH:15][CH:14]=1)=[O:6])=[N+]=[N-].N1C=CC=CC=1.Cl[C:58]([O:60][CH3:61])=[O:59]. (4) Given the product [Cl:1][C:2]1[C:7]([Cl:8])=[CH:6][CH:5]=[CH:4][C:3]=1[CH2:9][S:10]([C:13]1[CH:14]=[C:15]2[C:19](=[CH:20][CH:21]=1)[NH:18][C:17](=[O:22])/[C:16]/2=[CH:23]\[C:24]1[NH:28][C:27]([CH3:29])=[C:26]([C:30]([N:34]2[CH2:39][CH2:38][CH:37]([OH:40])[CH2:36][CH2:35]2)=[O:31])[C:25]=1[CH3:33])(=[O:11])=[O:12], predict the reactants needed to synthesize it. The reactants are: [Cl:1][C:2]1[C:7]([Cl:8])=[CH:6][CH:5]=[CH:4][C:3]=1[CH2:9][S:10]([C:13]1[CH:14]=[C:15]2[C:19](=[CH:20][CH:21]=1)[NH:18][C:17](=[O:22])/[C:16]/2=[CH:23]\[C:24]1[NH:28][C:27]([CH3:29])=[C:26]([C:30](O)=[O:31])[C:25]=1[CH3:33])(=[O:12])=[O:11].[NH:34]1[CH2:39][CH2:38][CH:37]([OH:40])[CH2:36][CH2:35]1.C1C=CC2N(O)N=NC=2C=1.CCN=C=NCCCN(C)C.Cl. (5) Given the product [CH3:13][O:12][C:7]1[CH:6]=[CH:5][C:4]2[C:9](=[CH:10][CH:11]=[C:2]([C:20]3[CH:19]=[CH:18][CH:17]=[C:16]([O:15][CH3:14])[CH:21]=3)[CH:3]=2)[CH:8]=1, predict the reactants needed to synthesize it. The reactants are: Br[C:2]1[CH:11]=[CH:10][C:9]2[C:4](=[CH:5][CH:6]=[C:7]([O:12][CH3:13])[CH:8]=2)[CH:3]=1.[CH3:14][O:15][C:16]1[CH:17]=[C:18](OB(O)O)[CH:19]=[CH:20][CH:21]=1.